This data is from NCI-60 drug combinations with 297,098 pairs across 59 cell lines. The task is: Regression. Given two drug SMILES strings and cell line genomic features, predict the synergy score measuring deviation from expected non-interaction effect. (1) Drug 1: C1=CC(=CC=C1CCC2=CNC3=C2C(=O)NC(=N3)N)C(=O)NC(CCC(=O)O)C(=O)O. Drug 2: N.N.Cl[Pt+2]Cl. Cell line: 786-0. Synergy scores: CSS=19.9, Synergy_ZIP=-2.63, Synergy_Bliss=-0.271, Synergy_Loewe=-12.7, Synergy_HSA=-0.131. (2) Drug 1: C1=CN(C(=O)N=C1N)C2C(C(C(O2)CO)O)O.Cl. Drug 2: CC1=C(C(=O)C2=C(C1=O)N3CC4C(C3(C2COC(=O)N)OC)N4)N. Cell line: KM12. Synergy scores: CSS=53.3, Synergy_ZIP=-10.7, Synergy_Bliss=-8.08, Synergy_Loewe=-0.160, Synergy_HSA=2.01. (3) Drug 1: C1=CC(=CC=C1C#N)C(C2=CC=C(C=C2)C#N)N3C=NC=N3. Drug 2: CCN(CC)CCCC(C)NC1=C2C=C(C=CC2=NC3=C1C=CC(=C3)Cl)OC. Cell line: MOLT-4. Synergy scores: CSS=11.7, Synergy_ZIP=-0.525, Synergy_Bliss=0.549, Synergy_Loewe=-12.3, Synergy_HSA=1.09. (4) Drug 2: C1=CC=C(C(=C1)C(C2=CC=C(C=C2)Cl)C(Cl)Cl)Cl. Drug 1: CC1C(C(CC(O1)OC2CC(OC(C2O)C)OC3=CC4=CC5=C(C(=O)C(C(C5)C(C(=O)C(C(C)O)O)OC)OC6CC(C(C(O6)C)O)OC7CC(C(C(O7)C)O)OC8CC(C(C(O8)C)O)(C)O)C(=C4C(=C3C)O)O)O)O. Synergy scores: CSS=52.6, Synergy_ZIP=0.920, Synergy_Bliss=3.63, Synergy_Loewe=-20.9, Synergy_HSA=2.02. Cell line: HL-60(TB).